Dataset: Reaction yield outcomes from USPTO patents with 853,638 reactions. Task: Predict the reaction yield, written as a fraction of the theoretical maximum amount of product (1.0 means a 100% yield; for example, 0.34 means a 34% yield). (1) The catalyst is CO.[Pd]. The product is [NH2:27][C:25]1[N:26]=[C:22]2[N:23]([C:14]([CH2:13][C:12]3[CH:29]=[CH:30][C:9]([OH:8])=[C:10]([O:31][CH3:32])[CH:11]=3)=[N:15][C:16]3[CH:17]=[C:18]([F:28])[CH:19]=[CH:20][C:21]=32)[N:24]=1. The reactants are C([O:8][C:9]1[CH:30]=[CH:29][C:12]([CH2:13][C:14]2[N:23]3[N:24]=[C:25]([NH2:27])[N:26]=[C:22]3[C:21]3[CH:20]=[CH:19][C:18]([F:28])=[CH:17][C:16]=3[N:15]=2)=[CH:11][C:10]=1[O:31][CH3:32])C1C=CC=CC=1.C1CC=CCC=1. The yield is 0.970. (2) The reactants are [Cl:1][C:2]1[CH:3]=[C:4]2[N:13]([S:14]([C:17]3[CH:23]=[CH:22][C:20]([CH3:21])=[CH:19][CH:18]=3)(=[O:16])=[O:15])[CH:12]=[CH:11][C:5]2=[N:6][C:7]=1[C:8](=O)[CH3:9].Cl.[NH2:25][OH:26].CC([O-])=O.[Na+]. The product is [Cl:1][C:2]1[CH:3]=[C:4]2[N:13]([S:14]([C:17]3[CH:23]=[CH:22][C:20]([CH3:21])=[CH:19][CH:18]=3)(=[O:16])=[O:15])[CH:12]=[CH:11][C:5]2=[N:6][C:7]=1[C:8](=[N:25][OH:26])[CH3:9]. The yield is 0.940. The catalyst is CCO. (3) The reactants are [Cl:1][C:2]1[CH:7]=[CH:6][C:5]([CH2:8][C:9]#[N:10])=[CH:4][C:3]=1[OH:11].C([O-])([O-])=O.[K+].[K+].[CH:18]1[CH:23]=[CH:22][C:21]([CH2:24]Br)=[CH:20][CH:19]=1. The catalyst is CC#N. The product is [CH2:24]([O:11][C:3]1[CH:4]=[C:5]([CH2:8][C:9]#[N:10])[CH:6]=[CH:7][C:2]=1[Cl:1])[C:21]1[CH:22]=[CH:23][CH:18]=[CH:19][CH:20]=1. The yield is 0.600. (4) The reactants are [CH3:1][O:2][C:3](=[O:26])[CH2:4][C:5]1[C:14]([CH3:15])=[C:13](B2OC(C)(C)C(C)(C)O2)[C:12]2[C:7](=[CH:8][CH:9]=[C:10]([F:25])[CH:11]=2)[CH:6]=1.Br[C:28]1[CH:33]=[CH:32][C:31]([S:34][C:35]2[CH:40]=[CH:39][CH:38]=[CH:37][C:36]=2[C:41]([F:44])([F:43])[F:42])=[CH:30][CH:29]=1.C(=O)(O)[O-].[Na+].O. The catalyst is C(COC)OC.C1C=CC([P]([Pd]([P](C2C=CC=CC=2)(C2C=CC=CC=2)C2C=CC=CC=2)([P](C2C=CC=CC=2)(C2C=CC=CC=2)C2C=CC=CC=2)[P](C2C=CC=CC=2)(C2C=CC=CC=2)C2C=CC=CC=2)(C2C=CC=CC=2)C2C=CC=CC=2)=CC=1.C(OCC)(=O)C. The product is [CH3:1][O:2][C:3](=[O:26])[CH2:4][C:5]1[C:14]([CH3:15])=[C:13]([C:28]2[CH:29]=[CH:30][C:31]([S:34][C:35]3[CH:40]=[CH:39][CH:38]=[CH:37][C:36]=3[C:41]([F:43])([F:42])[F:44])=[CH:32][CH:33]=2)[C:12]2[C:7](=[CH:8][CH:9]=[C:10]([F:25])[CH:11]=2)[CH:6]=1. The yield is 0.320. (5) The reactants are [CH3:1][CH:2]1[CH:7]=[C:6]([CH3:8])[CH2:5][CH2:4][C:3]1([C:12](=[O:16])[CH2:13][CH:14]=[CH2:15])[C:9]([CH3:11])=[CH2:10].CC1C=C(C)CCC1(C(C)=C)C=O. The catalyst is C(Cl)Cl. The product is [CH3:1][CH:2]1[CH:7]=[C:6]([CH3:8])[CH2:5][CH2:4][C:3]1([C:12](=[O:16])[CH:13]=[CH:14][CH3:15])[C:9]([CH3:11])=[CH2:10]. The yield is 0.800. (6) The reactants are [F:1][C:2]1[C:11]2[CH2:10][N:9]([C@H:12]([CH:20]([CH3:22])[CH3:21])[C:13]([O:15]C(C)(C)C)=[O:14])[C:8](=[O:23])[C:7]3=[CH:24][NH:25][C:5]([C:6]=23)=[N:4][CH:3]=1. The product is [F:1][C:2]1[C:11]2[CH2:10][N:9]([C@H:12]([CH:20]([CH3:21])[CH3:22])[C:13]([OH:15])=[O:14])[C:8](=[O:23])[C:7]3=[CH:24][NH:25][C:5]([C:6]=23)=[N:4][CH:3]=1. The yield is 0.591. The catalyst is C(Cl)Cl.C(O)(C(F)(F)F)=O. (7) The reactants are [CH3:1][C:2]1([CH3:15])[C:11]2[C:6]3=[C:7]([NH:12][C:13](=[O:14])[N:5]3[CH2:4][CH2:3]1)[CH:8]=[CH:9][CH:10]=2.[H-].[Na+].Br[CH2:19]/[CH:20]=[CH:21]\[C@H:22]1[CH2:26][O:25][C:24]([CH3:28])([CH3:27])[O:23]1.O. The catalyst is CN(C=O)C. The product is [CH3:27][C:24]1([CH3:28])[O:23][C@@H:22](/[CH:21]=[CH:20]\[CH2:19][N:12]2[C:7]3=[C:6]4[C:11](=[CH:10][CH:9]=[CH:8]3)[C:2]([CH3:15])([CH3:1])[CH2:3][CH2:4][N:5]4[C:13]2=[O:14])[CH2:26][O:25]1. The yield is 0.740. (8) The reactants are [CH3:1][O:2][CH:3]1[CH2:6][N:5]([C:7]([N:9]2[CH2:14][CH:13]([C:15]3[CH:20]=[CH:19][C:18]([C:21]([F:24])([F:23])[F:22])=[CH:17][CH:16]=3)[CH2:12][CH:11]([C:25](O)=[O:26])[CH2:10]2)=[O:8])[CH2:4]1.O[NH:29][C:30](=[NH:32])[CH3:31]. No catalyst specified. The product is [CH3:1][O:2][CH:3]1[CH2:6][N:5]([C:7]([N:9]2[CH2:14][CH:13]([C:15]3[CH:20]=[CH:19][C:18]([C:21]([F:24])([F:23])[F:22])=[CH:17][CH:16]=3)[CH2:12][CH:11]([C:25]3[O:26][N:32]=[C:30]([CH3:31])[N:29]=3)[CH2:10]2)=[O:8])[CH2:4]1. The yield is 0.500. (9) The reactants are [NH2:1][C:2]1[CH:7]=[CH:6][C:5]([C:8]2[NH:13][C:12](=[O:14])[NH:11][CH:10]([C:15]3[CH:20]=[C:19]([N+:21]([O-:23])=[O:22])[C:18]([OH:24])=[C:17]([O:25][CH2:26][CH3:27])[CH:16]=3)[C:9]=2[C:28]2[CH:33]=[CH:32][CH:31]=[CH:30][CH:29]=2)=[CH:4][CH:3]=1.[CH3:34][C:35](OC(C)=O)=[O:36]. The catalyst is C(Cl)Cl. The product is [CH2:26]([O:25][C:17]1[CH:16]=[C:15]([CH:10]2[NH:11][C:12](=[O:14])[NH:13][C:8]([C:5]3[CH:6]=[CH:7][C:2]([NH:1][C:35](=[O:36])[CH3:34])=[CH:3][CH:4]=3)=[C:9]2[C:28]2[CH:29]=[CH:30][CH:31]=[CH:32][CH:33]=2)[CH:20]=[C:19]([N+:21]([O-:23])=[O:22])[C:18]=1[OH:24])[CH3:27]. The yield is 0.340. (10) The reactants are [Cl:1][C:2]1[N:7]=[N:6][C:5]([NH:8][S:9]([CH2:12][C:13]2[CH:17]=[C:16]([Cl:18])[S:15][C:14]=2[Cl:19])(=[O:11])=[O:10])=[C:4]([O:20]C)[CH:3]=1.B(Br)(Br)Br. The catalyst is C(Cl)Cl. The yield is 0.270. The product is [Cl:1][C:2]1[N:7]=[N:6][C:5]([NH:8][S:9]([CH2:12][C:13]2[CH:17]=[C:16]([Cl:18])[S:15][C:14]=2[Cl:19])(=[O:10])=[O:11])=[C:4]([OH:20])[CH:3]=1.